This data is from Peptide-MHC class I binding affinity with 185,985 pairs from IEDB/IMGT. The task is: Regression. Given a peptide amino acid sequence and an MHC pseudo amino acid sequence, predict their binding affinity value. This is MHC class I binding data. (1) The peptide sequence is FNMLKRARNR. The MHC is HLA-A33:01 with pseudo-sequence HLA-A33:01. The binding affinity (normalized) is 0.441. (2) The peptide sequence is RQIINTWHKV. The MHC is Mamu-B08 with pseudo-sequence Mamu-B08. The binding affinity (normalized) is 0.460.